This data is from Reaction yield outcomes from USPTO patents with 853,638 reactions. The task is: Predict the reaction yield, written as a fraction of the theoretical maximum amount of product (1.0 means a 100% yield; for example, 0.34 means a 34% yield). (1) The reactants are C=[C:2]1[CH2:5][CH:4]([C:6](O)=O)[CH2:3]1.[N-:9]=[N+]=[N-].[Na+].[CH3:13][C:14]([O:17][C:18]([O:20]C(OC(C)(C)C)=O)=O)([CH3:16])[CH3:15]. The catalyst is C1COCC1.[Br-].C([N+](CCCC)(CCCC)CCCC)CCC.C(S([O-])(=O)=O)(F)(F)F.C(S([O-])(=O)=O)(F)(F)F.[Zn+2]. The product is [C:18]([NH:9][CH:2]1[CH2:3][C:4](=[CH2:6])[CH2:5]1)([O:17][C:14]([CH3:16])([CH3:15])[CH3:13])=[O:20]. The yield is 0.349. (2) The reactants are [CH:1](/[C:9]1[C:17]2[CH2:16][CH2:15][C:14]([O:18][C:19]3[CH:24]=[CH:23][CH:22]=[CH:21][CH:20]=3)=[CH:13][C:12]=2[NH:11][N:10]=1)=[CH:2]\[C:3]1[CH:8]=[CH:7][CH:6]=[CH:5][CH:4]=1. The catalyst is C1C2C(=CC=CC=2)CCC1.[Pd]. The product is [CH:1](/[C:9]1[C:17]2[C:12](=[CH:13][C:14]([O:18][C:19]3[CH:24]=[CH:23][CH:22]=[CH:21][CH:20]=3)=[CH:15][CH:16]=2)[NH:11][N:10]=1)=[CH:2]\[C:3]1[CH:4]=[CH:5][CH:6]=[CH:7][CH:8]=1. The yield is 0.550.